From a dataset of Full USPTO retrosynthesis dataset with 1.9M reactions from patents (1976-2016). Predict the reactants needed to synthesize the given product. Given the product [C:28]([C:27](=[N:21][NH:1][C:2]1[CH:3]=[CH:4][C:5]([NH:8][C:9](=[O:11])[CH3:10])=[CH:6][CH:7]=1)[C:26](=[O:31])[CH3:25])(=[O:30])[CH3:29], predict the reactants needed to synthesize it. The reactants are: [NH2:1][C:2]1[CH:7]=[CH:6][C:5]([NH:8][C:9](=[O:11])[CH3:10])=[CH:4][CH:3]=1.P(=O)(O)(O)O.[N+]([O-])(O)=O.[N:21]([O-])=O.[Na+].[CH3:25][C:26](=[O:31])[CH2:27][C:28](=[O:30])[CH3:29].C([O-])(=O)C.[K+].C([O-])([O-])=O.[Na+].[Na+].